From a dataset of Catalyst prediction with 721,799 reactions and 888 catalyst types from USPTO. Predict which catalyst facilitates the given reaction. (1) Reactant: Cl.[C:2]([NH:6][NH2:7])([CH3:5])([CH3:4])[CH3:3].[OH-].[Na+].[CH3:10][O:11][C:12]1([O:21][CH3:22])[CH2:15][CH:14]([C:16](=O)[CH2:17][C:18]#[N:19])[CH2:13]1. Product: [C:2]([N:6]1[C:18]([NH2:19])=[CH:17][C:16]([CH:14]2[CH2:15][C:12]([O:11][CH3:10])([O:21][CH3:22])[CH2:13]2)=[N:7]1)([CH3:5])([CH3:4])[CH3:3]. The catalyst class is: 871. (2) Reactant: [C:1]([O:5][C:6]([NH:8][CH2:9][C:10]([OH:12])=O)=[O:7])([CH3:4])([CH3:3])[CH3:2].[NH2:13][C:14]1[CH:19]=[CH:18][C:17]([Br:20])=[CH:16][N:15]=1.Cl.CN(C)CCCN=C=NCC.O. Product: [C:1]([O:5][C:6]([NH:8][CH2:9][C:10]([NH:13][C:14]1[CH:19]=[CH:18][C:17]([Br:20])=[CH:16][N:15]=1)=[O:12])=[O:7])([CH3:2])([CH3:3])[CH3:4]. The catalyst class is: 537. (3) Reactant: C([Li])CCC.[C:6]1([NH:12][C:13](=[O:23])[C:14]2[CH:19]=[CH:18][C:17](Br)=[CH:16][C:15]=2OC)[CH:11]=[CH:10][CH:9]=[CH:8][CH:7]=1.[B:24](OC(C)C)([O:29]C(C)C)[O:25]C(C)C.Cl. Product: [NH:12]([C:13]([C:14]1[CH:19]=[CH:18][C:17]([B:24]([OH:29])[OH:25])=[CH:16][CH:15]=1)=[O:23])[C:6]1[CH:11]=[CH:10][CH:9]=[CH:8][CH:7]=1. The catalyst class is: 7. (4) Reactant: [CH2:1]([O:3][C:4]1[CH:5]=[C:6]([CH:9]=[CH:10][C:11]=1[OH:12])[CH:7]=[O:8])[CH3:2].[OH-].[Na+].[CH2:15](Cl)[C:16]1[CH:21]=[CH:20][CH:19]=[CH:18][CH:17]=1. Product: [CH2:15]([O:12][C:11]1[CH:10]=[CH:9][C:6]([CH:7]=[O:8])=[CH:5][C:4]=1[O:3][CH2:1][CH3:2])[C:16]1[CH:21]=[CH:20][CH:19]=[CH:18][CH:17]=1. The catalyst class is: 9. (5) Reactant: [NH2:1][C:2]1[CH:27]=[CH:26][CH:25]=[CH:24][C:3]=1[CH2:4][N:5]1[C:14]2[C:9](=[CH:10][CH:11]=[C:12]([C:15]3[C:16]([CH3:21])=[N:17][O:18][C:19]=3[CH3:20])[CH:13]=2)[C:8](=[O:22])[CH:7]=[C:6]1[CH3:23].[C:28](OC(=O)C)(=[O:30])[CH3:29]. Product: [C:28]([NH:1][C:2]1[CH:27]=[CH:26][CH:25]=[CH:24][C:3]=1[CH2:4][N:5]1[C:14]2[C:9](=[CH:10][CH:11]=[C:12]([C:15]3[C:16]([CH3:21])=[N:17][O:18][C:19]=3[CH3:20])[CH:13]=2)[C:8](=[O:22])[CH:7]=[C:6]1[CH3:23])(=[O:30])[CH3:29]. The catalyst class is: 147.